This data is from Forward reaction prediction with 1.9M reactions from USPTO patents (1976-2016). The task is: Predict the product of the given reaction. (1) Given the reactants Br[C:2]1[CH:7]=[CH:6][C:5]([O:8][CH2:9][O:10][CH3:11])=[CH:4][C:3]=1[CH3:12].[CH2:13]([Si:15]([CH2:20][CH3:21])([CH2:18][CH3:19])[C:16]#[CH:17])[CH3:14].C(N(CC)CC)C, predict the reaction product. The product is: [CH2:16]([Si:15]([CH2:20][CH3:21])([CH2:18][CH3:19])[C:13]#[C:14][C:2]1[CH:7]=[CH:6][C:5]([O:8][CH2:9][O:10][CH3:11])=[CH:4][C:3]=1[CH3:12])[CH3:17]. (2) Given the reactants C([O:4][C:5]1[CH:14]=[C:13]2[C:8]([CH:9]=[C:10]([C:19]3[CH:24]=[CH:23][C:22]([O:25]C(=O)C)=[CH:21][CH:20]=3)[CH:11]([C:15]([F:18])([F:17])[F:16])[O:12]2)=[CH:7][CH:6]=1)(=O)C.C(O)(=O)C.O, predict the reaction product. The product is: [OH:25][C:22]1[CH:23]=[CH:24][C:19]([C:10]2[CH:11]([C:15]([F:18])([F:16])[F:17])[O:12][C:13]3[C:8]([CH:9]=2)=[CH:7][CH:6]=[C:5]([OH:4])[CH:14]=3)=[CH:20][CH:21]=1.